From a dataset of Full USPTO retrosynthesis dataset with 1.9M reactions from patents (1976-2016). Predict the reactants needed to synthesize the given product. (1) Given the product [Cl:1][C:14]1[S:18][N:17]=[C:16]([C:19]2[CH:24]=[CH:23][CH:22]=[CH:21][CH:20]=2)[N:15]=1, predict the reactants needed to synthesize it. The reactants are: [Cl:1]C1SC(C2C=CC=CC=2)=NN=1.N[C:14]1[S:18][N:17]=[C:16]([C:19]2[CH:24]=[CH:23][CH:22]=[CH:21][CH:20]=2)[N:15]=1. (2) Given the product [Cl:22][C:10]1[N:9]=[C:8]([C:5]2[CH:6]=[CH:7][C:2]([Cl:1])=[C:3]([CH3:19])[CH:4]=2)[CH:13]=[C:12]([C:14]([F:17])([F:16])[F:15])[N:11]=1, predict the reactants needed to synthesize it. The reactants are: [Cl:1][C:2]1[CH:7]=[CH:6][C:5]([C:8]2[CH:13]=[C:12]([C:14]([F:17])([F:16])[F:15])[NH:11][C:10](=O)[N:9]=2)=[CH:4][C:3]=1[CH3:19].P(Cl)(Cl)([Cl:22])=O. (3) Given the product [C:1]([N:5]1[C:9]([C:10]2[CH:11]=[CH:12][C:13]([F:16])=[CH:14][CH:15]=2)=[C:8]([C:17]2[S:18][CH:19]=[C:20]([CH2:22][C:23]([NH:38][CH2:37][C:33]3[CH:34]=[CH:35][CH:36]=[C:31]([N:26]4[CH:30]=[CH:29][N:28]=[CH:27]4)[CH:32]=3)=[O:24])[N:21]=2)[CH:7]=[N:6]1)([CH3:3])([CH3:2])[CH3:4], predict the reactants needed to synthesize it. The reactants are: [C:1]([N:5]1[C:9]([C:10]2[CH:15]=[CH:14][C:13]([F:16])=[CH:12][CH:11]=2)=[C:8]([C:17]2[S:18][CH:19]=[C:20]([CH2:22][C:23](O)=[O:24])[N:21]=2)[CH:7]=[N:6]1)([CH3:4])([CH3:3])[CH3:2].[N:26]1([C:31]2[CH:32]=[C:33]([CH2:37][NH2:38])[CH:34]=[CH:35][CH:36]=2)[CH:30]=[CH:29][N:28]=[CH:27]1. (4) Given the product [CH:30]1([CH2:33][NH:34][C:19](=[O:21])[C:18]2[CH:22]=[CH:23][C:15]([N:13]3[CH2:12][C:10]4[CH2:11][N:7]([C:5](=[O:6])[C:4]5[CH:24]=[CH:25][CH:26]=[CH:27][C:3]=5[C:2]([F:1])([F:28])[F:29])[CH2:8][C:9]=4[CH2:14]3)=[N:16][CH:17]=2)[CH2:32][CH2:31]1, predict the reactants needed to synthesize it. The reactants are: [F:1][C:2]([F:29])([F:28])[C:3]1[CH:27]=[CH:26][CH:25]=[CH:24][C:4]=1[C:5]([N:7]1[CH2:11][C:10]2[CH2:12][N:13]([C:15]3[CH:23]=[CH:22][C:18]([C:19]([OH:21])=O)=[CH:17][N:16]=3)[CH2:14][C:9]=2[CH2:8]1)=[O:6].[CH:30]1([CH2:33][NH2:34])[CH2:32][CH2:31]1. (5) Given the product [N:12]([CH2:2][C:3]1[S:4][CH:5]=[CH:6][C:7]=1[CH2:8][N:9]([CH3:11])[CH3:10])=[N+:13]=[N-:14], predict the reactants needed to synthesize it. The reactants are: Cl[CH2:2][C:3]1[S:4][CH:5]=[CH:6][C:7]=1[CH2:8][N:9]([CH3:11])[CH3:10].[N-:12]=[N+:13]=[N-:14].[Na+]. (6) Given the product [CH3:33][O:32]/[CH:31]=[C:26](/[C:27]([O:29][CH3:30])=[O:28])\[C:21]1[C:20]([O:19][C:15]2[CH:14]=[C:13]([O:1][C:2]3[C:3]([C:4]#[N:5])=[CH:6][CH:7]=[CH:8][CH:9]=3)[N:18]=[CH:17][N:16]=2)=[CH:25][CH:24]=[CH:23][CH:22]=1, predict the reactants needed to synthesize it. The reactants are: [OH:1][C:2]1[CH:9]=[CH:8][CH:7]=[CH:6][C:3]=1[C:4]#[N:5].[OH-].[K+].Cl[C:13]1[N:18]=[CH:17][N:16]=[C:15]([O:19][C:20]2[CH:25]=[CH:24][CH:23]=[CH:22][C:21]=2/[C:26](=[CH:31]\[O:32][CH3:33])/[C:27]([O:29][CH3:30])=[O:28])[CH:14]=1.C1N2CCN(CC2)C1.C(=O)([O-])[O-].[K+].[K+]. (7) Given the product [CH:1]1([C:4]([N:6]2[CH2:10][CH2:9][C@@H:8]([CH2:11][N:12]3[C:13]4[C:18]([C:19]([F:20])([F:21])[F:22])=[CH:17][CH:16]=[CH:15][C:14]=4[N:23]=[C:24]3[C:26]3[CH:27]=[CH:28][C:29]([C:32]4[CH:33]=[C:34]5[C:38](=[CH:39][CH:40]=4)[NH:37][N:36]=[CH:35]5)=[CH:30][CH:31]=3)[CH2:7]2)=[O:5])[CH2:3][CH2:2]1, predict the reactants needed to synthesize it. The reactants are: [CH:1]1([C:4]([N:6]2[CH2:10][CH2:9][C@@H:8]([CH2:11][NH:12][C:13]3[C:14]([NH2:23])=[CH:15][CH:16]=[CH:17][C:18]=3[C:19]([F:22])([F:21])[F:20])[CH2:7]2)=[O:5])[CH2:3][CH2:2]1.[CH:24]([C:26]1[CH:31]=[CH:30][C:29]([C:32]2[CH:33]=[C:34]3[C:38](=[CH:39][CH:40]=2)[NH:37][N:36]=[CH:35]3)=[CH:28][CH:27]=1)=O.